This data is from Forward reaction prediction with 1.9M reactions from USPTO patents (1976-2016). The task is: Predict the product of the given reaction. (1) The product is: [CH3:20][C:21]1[CH:29]=[CH:28][C:24]([C:25]([NH2:27])=[O:26])=[CH:23][C:22]=1[C:9]1[CH:10]=[C:11]2[C:16](=[CH:17][CH:18]=1)[C:15]([N:3]1[CH2:4][CH2:5][O:6][CH2:7][C@H:2]1[CH3:1])=[N:14][N:13]=[CH:12]2. Given the reactants [CH3:1][C@@H:2]1[CH2:7][O:6][CH2:5][CH2:4][NH:3]1.Br[C:9]1[CH:10]=[C:11]2[C:16](=[CH:17][CH:18]=1)[C:15](Cl)=[N:14][N:13]=[CH:12]2.[CH3:20][C:21]1[CH:29]=[CH:28][C:24]([C:25]([NH2:27])=[O:26])=[CH:23][C:22]=1B1OC(C)(C)C(C)(C)O1.C(=O)([O-])[O-].[K+].[K+].O, predict the reaction product. (2) Given the reactants Cl.O.[NH:3]1[CH2:8][CH2:7][C:6](=[O:9])[CH2:5][CH2:4]1.C(=O)(O)[O-].[Na+].[CH2:15]([O:22][C:23](Cl)=[O:24])[C:16]1[CH:21]=[CH:20][CH:19]=[CH:18][CH:17]=1, predict the reaction product. The product is: [O:9]=[C:6]1[CH2:7][CH2:8][N:3]([C:23]([O:22][CH2:15][C:16]2[CH:21]=[CH:20][CH:19]=[CH:18][CH:17]=2)=[O:24])[CH2:4][CH2:5]1. (3) Given the reactants [Cl:1][C:2]1[CH:7]=[C:6]([F:8])[CH:5]=[CH:4][C:3]=1[N:9]1[CH2:14][CH2:13][N:12]([CH2:15][CH2:16][CH2:17][CH:18]=[CH:19][C:20]2[N:29]=[C:28]3[C:23]([CH2:24][CH2:25][C:26](=[O:30])[NH:27]3)=[CH:22][CH:21]=2)[CH2:11][CH2:10]1.CCOCC, predict the reaction product. The product is: [Cl:1][C:2]1[CH:7]=[C:6]([F:8])[CH:5]=[CH:4][C:3]=1[N:9]1[CH2:10][CH2:11][N:12]([CH2:15][CH2:16][CH2:17][CH2:18][CH2:19][C:20]2[N:29]=[C:28]3[C:23]([CH2:24][CH2:25][C:26](=[O:30])[NH:27]3)=[CH:22][CH:21]=2)[CH2:13][CH2:14]1. (4) The product is: [CH3:3][C:4]1[CH:12]=[C:11]2[C:7]([CH2:8][CH2:9][CH:10]2[OH:13])=[CH:6][CH:5]=1. Given the reactants [BH4-].[Na+].[CH3:3][C:4]1[CH:12]=[C:11]2[C:7]([CH2:8][CH2:9][C:10]2=[O:13])=[CH:6][CH:5]=1.O, predict the reaction product. (5) Given the reactants [C:1](Cl)(=[O:8])[C:2]1C=CC=CC=1.[C:10](Cl)(=[O:12])[CH3:11].[C:14]1([CH:20]([OH:31])[CH:21](C)[CH:22]([C:24]2[CH:29]=[CH:28][CH:27]=[CH:26][CH:25]=2)[OH:23])[CH:19]=[CH:18][CH:17]=[CH:16][CH:15]=1.C1(C(O)CC(C2C=CC=CC=2)O)C=CC=CC=1, predict the reaction product. The product is: [C:10]([O:31][CH:20]([C:14]1[CH:15]=[CH:16][CH:17]=[CH:18][CH:19]=1)[CH2:21][CH:22]([C:24]1[CH:25]=[CH:26][CH:27]=[CH:28][CH:29]=1)[O:23][C:1](=[O:8])[CH3:2])(=[O:12])[CH3:11].